Dataset: Forward reaction prediction with 1.9M reactions from USPTO patents (1976-2016). Task: Predict the product of the given reaction. (1) Given the reactants [NH:1]1[CH2:4][CH:3]([C:5]([N:7]2[CH2:13][CH2:12][CH2:11][N:10]([C:14]([O:16][C:17]([CH3:20])([CH3:19])[CH3:18])=[O:15])[CH2:9][CH2:8]2)=[O:6])[CH2:2]1.CCN(C(C)C)C(C)C.[CH3:30][C:31]1[N:36]=[CH:35][C:34]([C:37](Cl)=[O:38])=[CH:33][CH:32]=1, predict the reaction product. The product is: [CH3:30][C:31]1[N:36]=[CH:35][C:34]([C:37]([N:1]2[CH2:4][CH:3]([C:5]([N:7]3[CH2:13][CH2:12][CH2:11][N:10]([C:14]([O:16][C:17]([CH3:20])([CH3:19])[CH3:18])=[O:15])[CH2:9][CH2:8]3)=[O:6])[CH2:2]2)=[O:38])=[CH:33][CH:32]=1. (2) Given the reactants [F:1][C:2]([F:20])([F:19])[C:3](O)=[CH:4][C:5]([C:7]1[CH:17]=[CH:16][C:10]2[O:11][CH2:12][C:13](=[O:15])[NH:14][C:9]=2[CH:8]=1)=O.Cl.[C:22]1([NH:32][NH2:33])[C:31]2[C:26](=[CH:27][CH:28]=[CH:29][CH:30]=2)[CH:25]=[CH:24][CH:23]=1, predict the reaction product. The product is: [C:22]1([N:32]2[C:5]([C:7]3[CH:17]=[CH:16][C:10]4[O:11][CH2:12][C:13](=[O:15])[NH:14][C:9]=4[CH:8]=3)=[CH:4][C:3]([C:2]([F:20])([F:19])[F:1])=[N:33]2)[C:31]2[C:26](=[CH:27][CH:28]=[CH:29][CH:30]=2)[CH:25]=[CH:24][CH:23]=1. (3) The product is: [CH:1]1([NH:4][C:5](=[O:6])[NH:7][C:8]2[CH:13]=[CH:12][C:11]([O:14][C:15]3[CH:20]=[CH:19][N:18]=[C:17]4[CH:21]=[C:22]([C:24]5[CH:29]=[CH:28][C:27]([CH2:30][N:31]([CH2:32][CH2:33][O:34][CH3:35])[C:43](=[O:44])[CH2:42][O:41][CH2:40][CH2:39][O:38][CH3:37])=[CH:26][CH:25]=5)[S:23][C:16]=34)=[C:10]([F:36])[CH:9]=2)[CH2:2][CH2:3]1. Given the reactants [CH:1]1([NH:4][C:5]([NH:7][C:8]2[CH:13]=[CH:12][C:11]([O:14][C:15]3[CH:20]=[CH:19][N:18]=[C:17]4[CH:21]=[C:22]([C:24]5[CH:29]=[CH:28][C:27]([CH2:30][NH:31][CH2:32][CH2:33][O:34][CH3:35])=[CH:26][CH:25]=5)[S:23][C:16]=34)=[C:10]([F:36])[CH:9]=2)=[O:6])[CH2:3][CH2:2]1.[CH3:37][O:38][CH2:39][CH2:40][O:41][CH2:42][C:43](Cl)=[O:44], predict the reaction product. (4) The product is: [C:1]1([S:7]([NH:10][C:11]([C:12]2[CH:17]=[CH:16][C:15]3[N:18]=[C:19]([CH3:20])[N:22]([CH2:23][C:24]4[CH:29]=[CH:28][C:27]([F:30])=[CH:26][C:25]=4[F:31])[C:14]=3[CH:13]=2)=[O:32])(=[O:9])=[O:8])[CH:6]=[CH:5][CH:4]=[CH:3][CH:2]=1. Given the reactants [C:1]1([S:7]([NH:10][C:11](=[O:32])[C:12]2[CH:17]=[CH:16][C:15]([NH:18][C:19](=O)[CH3:20])=[C:14]([NH:22][CH2:23][C:24]3[CH:29]=[CH:28][C:27]([F:30])=[CH:26][C:25]=3[F:31])[CH:13]=2)(=[O:9])=[O:8])[CH:6]=[CH:5][CH:4]=[CH:3][CH:2]=1.Cl.CO.C(=O)(O)[O-].[K+], predict the reaction product. (5) Given the reactants C(NC(=O)[C:9]1[CH:14]=[CH:13][C:12]([NH:15][C:16]2[C:25]3[C:20](=[CH:21][CH:22]=[CH:23][CH:24]=3)[N:19]=[CH:18][CH:17]=2)=[CH:11][CH:10]=1)CCCCC.[N+](C1C=C(C=CC=1)[C:33](O)=[O:34])([O-])=O.[CH2:39]([NH2:45])[CH2:40][CH2:41][CH2:42][CH2:43][CH3:44].ClC1C2C(=CC=CC=2)N=CC=1, predict the reaction product. The product is: [CH2:39]([NH:45][C:33](=[O:34])[C:10]1[CH:9]=[CH:14][CH:13]=[C:12]([NH:15][C:16]2[C:25]3[C:20](=[CH:21][CH:22]=[CH:23][CH:24]=3)[N:19]=[CH:18][CH:17]=2)[CH:11]=1)[CH2:40][CH2:41][CH2:42][CH2:43][CH3:44]. (6) Given the reactants [Cl:1][C:2]1[C:7]([CH3:8])=[CH:6][C:5]([OH:9])=[C:4]([CH:10]([CH3:12])[CH3:11])[CH:3]=1.[P:13](Cl)([Cl:16])([Cl:15])=[O:14].CCN(CC)CC, predict the reaction product. The product is: [P:13]([Cl:16])([Cl:15])([O:9][C:5]1[CH:6]=[C:7]([CH3:8])[C:2]([Cl:1])=[CH:3][C:4]=1[CH:10]([CH3:12])[CH3:11])=[O:14].